From a dataset of Forward reaction prediction with 1.9M reactions from USPTO patents (1976-2016). Predict the product of the given reaction. The product is: [CH3:44][O:43][N:42]([CH3:41])[C:15]([C:5]1[C:4](=[O:18])[C:3]([O:2][CH3:1])=[CH:8][N:7]([C:9]2[CH:10]=[CH:11][N:12]=[CH:13][CH:14]=2)[N:6]=1)=[O:17]. Given the reactants [CH3:1][O:2][C:3]1[C:4](=[O:18])[C:5]([C:15]([OH:17])=O)=[N:6][N:7]([C:9]2[CH:14]=[CH:13][N:12]=[CH:11][CH:10]=2)[CH:8]=1.C1C=CC2N(O)N=NC=2C=1.CCN=C=NCCCN(C)C.Cl.[CH3:41][NH:42][O:43][CH3:44], predict the reaction product.